From a dataset of NCI-60 drug combinations with 297,098 pairs across 59 cell lines. Regression. Given two drug SMILES strings and cell line genomic features, predict the synergy score measuring deviation from expected non-interaction effect. Drug 1: CC1OCC2C(O1)C(C(C(O2)OC3C4COC(=O)C4C(C5=CC6=C(C=C35)OCO6)C7=CC(=C(C(=C7)OC)O)OC)O)O. Drug 2: B(C(CC(C)C)NC(=O)C(CC1=CC=CC=C1)NC(=O)C2=NC=CN=C2)(O)O. Cell line: HS 578T. Synergy scores: CSS=10.5, Synergy_ZIP=-3.36, Synergy_Bliss=-3.50, Synergy_Loewe=-4.20, Synergy_HSA=-4.15.